From a dataset of Reaction yield outcomes from USPTO patents with 853,638 reactions. Predict the reaction yield, written as a fraction of the theoretical maximum amount of product (1.0 means a 100% yield; for example, 0.34 means a 34% yield). (1) The reactants are [C:1]([O:5][C:6](=[O:30])[CH2:7][C@@H:8]([C:15](N1[C@H](C)[C@H](C2C=CC=CC=2)OC1=O)=[O:16])[CH2:9][C@H:10]([CH3:14])[CH2:11][CH2:12][CH3:13])([CH3:4])([CH3:3])[CH3:2].[Li+].[OH-].OO.S(=O)(O)[O-:36].[Na+].S([O-])([O-])=O.[Na+].[Na+]. The catalyst is O.C1COCC1.CCOCC.CCCCCC. The product is [C:1]([O:5][C:6](=[O:30])[CH2:7][C@H:8]([CH2:9][C@H:10]([CH3:14])[CH2:11][CH2:12][CH3:13])[C:15]([OH:16])=[O:36])([CH3:2])([CH3:3])[CH3:4]. The yield is 0.930. (2) The reactants are [C-:1]#[N:2].[K+].Br[CH2:5][C:6](=[N:11][OH:12])[C:7]([F:10])([F:9])[F:8]. The catalyst is CO. The product is [F:8][C:7]([F:10])([F:9])[C:6]1[CH:5]=[C:1]([NH2:2])[O:12][N:11]=1. The yield is 0.370. (3) The reactants are C[O:2][C:3]1[CH:19]=[CH:18][C:6]2[N:7]=[C:8]([C:10]3[CH:15]=[CH:14][C:13]([O:16]C)=[CH:12][CH:11]=3)[S:9][C:5]=2[CH:4]=1.Cl.N1C=CC=CC=1.Cl. No catalyst specified. The product is [OH:16][C:13]1[CH:12]=[CH:11][C:10]([C:8]2[S:9][C:5]3[CH:4]=[C:3]([OH:2])[CH:19]=[CH:18][C:6]=3[N:7]=2)=[CH:15][CH:14]=1. The yield is 1.00. (4) The catalyst is C(O)C. The reactants are O=C1CCC(=O)N1[O:8][C:9](=O)[CH2:10][CH2:11][CH:12]([NH:20][C:21](=[O:47])[CH2:22][CH2:23][CH2:24][CH2:25][CH2:26][CH2:27][CH2:28][CH2:29][CH2:30][CH2:31][CH2:32][CH2:33][CH2:34][CH2:35][CH2:36][CH2:37][CH2:38][CH2:39][C:40]([O:42][C:43]([CH3:46])([CH3:45])[CH3:44])=[O:41])[C:13]([O:15][C:16]([CH3:19])([CH3:18])[CH3:17])=[O:14].[NH2:49][CH2:50][CH2:51][O:52][CH2:53][CH2:54][O:55][CH2:56][C:57]([NH:59][CH2:60][CH2:61][O:62][CH2:63][CH2:64][O:65][CH2:66][C:67]([OH:69])=[O:68])=[O:58].NCCOCCOCC(O)=O.CCN(C(C)C)C(C)C. The product is [C:43]([O:42][C:40](=[O:41])[CH2:39][CH2:38][CH2:37][CH2:36][CH2:35][CH2:34][CH2:33][CH2:32][CH2:31][CH2:30][CH2:29][CH2:28][CH2:27][CH2:26][CH2:25][CH2:24][CH2:23][CH2:22][C:21](=[O:47])[NH:20][C@H:12]([C:13]([O:15][C:16]([CH3:19])([CH3:18])[CH3:17])=[O:14])[CH2:11][CH2:10][C:9](=[O:8])[NH:49][CH2:50][CH2:51][O:52][CH2:53][CH2:54][O:55][CH2:56][C:57](=[O:58])[NH:59][CH2:60][CH2:61][O:62][CH2:63][CH2:64][O:65][CH2:66][C:67]([OH:69])=[O:68])([CH3:46])([CH3:44])[CH3:45]. The yield is 0.960.